From a dataset of Reaction yield outcomes from USPTO patents with 853,638 reactions. Predict the reaction yield, written as a fraction of the theoretical maximum amount of product (1.0 means a 100% yield; for example, 0.34 means a 34% yield). (1) The reactants are [CH3:1][CH:2]([OH:4])[CH3:3].N1C=CC=CC=1.Cl[C:12]([O:14][CH:15]([Cl:17])[CH3:16])=[O:13]. No catalyst specified. The product is [C:12](=[O:13])([O:4][CH:2]([CH3:3])[CH3:1])[O:14][CH:15]([Cl:17])[CH3:16]. The yield is 0.880. (2) The yield is 0.720. The catalyst is C1(C)C=CC=CC=1. The reactants are [Br:1][C:2]1[CH:7]=[CH:6][C:5]([C:8](=[CH2:13])[C:9]([O:11][CH3:12])=[O:10])=[C:4]([N+:14]([O-:16])=[O:15])[CH:3]=1.C=O.[NH:19]([CH2:21][C:22](O)=O)[CH3:20]. The product is [Br:1][C:2]1[CH:7]=[CH:6][C:5]([C:8]2([C:9]([O:11][CH3:12])=[O:10])[CH2:22][CH2:21][N:19]([CH3:20])[CH2:13]2)=[C:4]([N+:14]([O-:16])=[O:15])[CH:3]=1.